The task is: Regression/Classification. Given a drug SMILES string, predict its absorption, distribution, metabolism, or excretion properties. Task type varies by dataset: regression for continuous measurements (e.g., permeability, clearance, half-life) or binary classification for categorical outcomes (e.g., BBB penetration, CYP inhibition). For this dataset (solubility_aqsoldb), we predict Y.. This data is from Aqueous solubility values for 9,982 compounds from the AqSolDB database. (1) The compound is CN(C)C(=N)N=C(N)N.[Cl-].[H+]. The Y is 0.258 log mol/L. (2) The drug is CCS(=O)(=O)CCSP(=S)(OC)OC. The Y is -2.54 log mol/L. (3) The molecule is Nc1c2ccccc2nc2cc(Cl)ccc12. The Y is -1.73 log mol/L. (4) The drug is Nc1nnc(-c2ccc(O)cc2)o1. The Y is -0.770 log mol/L. (5) The molecule is c1ccc2scnc2c1. The Y is -1.65 log mol/L. (6) The compound is Cc1ccc(NC(=O)C(O)(O)C(=O)Nc2ccc(C)cc2)cc1. The Y is -3.10 log mol/L. (7) The molecule is O.[Fe+3].[Fe+3].[O-2].[O-2].[O-2]. The Y is -8.25 log mol/L.